This data is from Forward reaction prediction with 1.9M reactions from USPTO patents (1976-2016). The task is: Predict the product of the given reaction. (1) Given the reactants [CH:1]1[C:6]2[C:7](=O)[NH:8][C:9]3[CH:15]=[CH:14][CH:13]=[CH:12][C:10]=3[S:11][C:5]=2[CH:4]=[CH:3][CH:2]=1.CN(C)C1C=CC=CC=1.O=P(Cl)(Cl)[Cl:28], predict the reaction product. The product is: [Cl:28][C:7]1=[N:8][C:9]2[CH:15]=[CH:14][CH:13]=[CH:12][C:10]=2[S:11][C:5]2[CH:4]=[CH:3][CH:2]=[CH:1][C:6]1=2. (2) Given the reactants C(OC([N:8]1[CH2:13][CH2:12][O:11][CH:10]([CH2:14][NH:15][C:16]([C:18]2[C:19]3[CH2:20][C@H:21]4[CH2:34][C@H:22]4[C:23]=3[N:24]([C:26]3[CH:31]=[CH:30][C:29]([F:32])=[CH:28][C:27]=3[F:33])[N:25]=2)=[O:17])[CH2:9]1)=O)(C)(C)C.Cl, predict the reaction product. The product is: [NH:8]1[CH2:13][CH2:12][O:11][CH:10]([CH2:14][NH:15][C:16]([C:18]2[C:19]3[CH2:20][C@H:21]4[CH2:34][C@H:22]4[C:23]=3[N:24]([C:26]3[CH:31]=[CH:30][C:29]([F:32])=[CH:28][C:27]=3[F:33])[N:25]=2)=[O:17])[CH2:9]1. (3) The product is: [S:15]1[CH:16]=[C:12]([C:9]2[CH:10]=[CH:11][C:6]([O:5][CH2:4][CH2:3][CH2:2][N:22]3[CH2:23][CH2:24][C:25]4[C:30](=[CH:29][CH:28]=[CH:27][CH:26]=4)[CH2:21]3)=[CH:7][CH:8]=2)[C:13]2[CH:20]=[CH:19][CH:18]=[CH:17][C:14]1=2. Given the reactants Br[CH2:2][CH2:3][CH2:4][O:5][C:6]1[CH:11]=[CH:10][C:9]([C:12]2[C:13]3[CH:20]=[CH:19][CH:18]=[CH:17][C:14]=3[S:15][CH:16]=2)=[CH:8][CH:7]=1.[CH2:21]1[C:30]2[C:25](=[CH:26][CH:27]=[CH:28][CH:29]=2)[CH2:24][CH2:23][NH:22]1.C(=O)([O-])[O-].[K+].[K+], predict the reaction product. (4) Given the reactants Br[C:2]1[CH:7]=[C:6]([CH3:8])[C:5]([NH:9][C:10]([NH:12][C:13]2[CH:14]=[C:15]([C:34]3[CH:39]=[CH:38][CH:37]=[C:36]([F:40])[CH:35]=3)[CH:16]=[CH:17][C:18]=2[C:19]([NH:21][C@H:22]([C:30]([O:32][CH3:33])=[O:31])[C@@H:23]([CH3:29])[O:24][C:25]([CH3:28])([CH3:27])[CH3:26])=[O:20])=[O:11])=[C:4]([CH3:41])[CH:3]=1.[CH2:42]([Sn](CCCC)(CCCC)CCCC)[CH:43]=[CH2:44].O.C(OCC)(=O)C, predict the reaction product. The product is: [CH3:26][C:25]([O:24][C@H:23]([CH3:29])[C@@H:22]([C:30]([O:32][CH3:33])=[O:31])[NH:21][C:19]([C:18]1[CH:17]=[CH:16][C:15]([C:34]2[CH:39]=[CH:38][CH:37]=[C:36]([F:40])[CH:35]=2)=[CH:14][C:13]=1[NH:12][C:10]([NH:9][C:5]1[C:6]([CH3:8])=[CH:7][C:2]([CH2:44][CH:43]=[CH2:42])=[CH:3][C:4]=1[CH3:41])=[O:11])=[O:20])([CH3:28])[CH3:27]. (5) Given the reactants [Cl:1][C:2]1[CH:7]=[CH:6][N:5]=[C:4]([CH:8]([CH:10]2[CH2:12][CH2:11]2)[OH:9])[C:3]=1[CH3:13], predict the reaction product. The product is: [Cl:1][C:2]1[CH:7]=[CH:6][N:5]=[C:4]([C:8]([CH:10]2[CH2:11][CH2:12]2)=[O:9])[C:3]=1[CH3:13]. (6) Given the reactants [NH2:1][C:2]1[CH:10]=[C:9]2[C:5]([C:6](=CC3NC4CCN(CCN(CC)CC)C(=O)C=4C=3C)[C:7](=[O:11])[NH:8]2)=[CH:4][C:3]=1[F:31].C(N(CC)CC)C.[C:39](Cl)(=[O:41])[CH3:40], predict the reaction product. The product is: [F:31][C:3]1[CH:4]=[C:5]2[C:9](=[CH:10][C:2]=1[NH:1][C:39](=[O:41])[CH3:40])[NH:8][C:7](=[O:11])[CH2:6]2. (7) Given the reactants [N:1]1[CH:6]=[CH:5][CH:4]=[N:3][C:2]=1[C:7]1[O:15][C:10]2=[CH:11][N:12]=[CH:13][CH:14]=[C:9]2[C:8]=1[NH:16][C:17]1[CH:25]=[CH:24][CH:23]=[C:22]2[C:18]=1[C:19]([C:33]([O:35][CH3:36])=[O:34])=[N:20][N:21]2C(OC(C)(C)C)=O.C(O)(C(F)(F)F)=O, predict the reaction product. The product is: [N:1]1[CH:6]=[CH:5][CH:4]=[N:3][C:2]=1[C:7]1[O:15][C:10]2=[CH:11][N:12]=[CH:13][CH:14]=[C:9]2[C:8]=1[NH:16][C:17]1[CH:25]=[CH:24][CH:23]=[C:22]2[C:18]=1[C:19]([C:33]([O:35][CH3:36])=[O:34])=[N:20][NH:21]2. (8) Given the reactants [Cl:1][C:2]1[CH:3]=[C:4]2[C:8](=[CH:9][CH:10]=1)[N:7]([CH2:11][CH2:12][C:13]([O:15]CC)=O)[C:6]([CH2:18][N:19]1[C:23]3=[CH:24][N:25]=[CH:26][CH:27]=[C:22]3[C:21]3([CH2:29][CH2:28]3)[C:20]1=[O:30])=[CH:5]2.[NH3:31], predict the reaction product. The product is: [Cl:1][C:2]1[CH:3]=[C:4]2[C:8](=[CH:9][CH:10]=1)[N:7]([CH2:11][CH2:12][C:13]([NH2:31])=[O:15])[C:6]([CH2:18][N:19]1[C:23]3=[CH:24][N:25]=[CH:26][CH:27]=[C:22]3[C:21]3([CH2:29][CH2:28]3)[C:20]1=[O:30])=[CH:5]2. (9) The product is: [CH3:29][N:15]([CH2:14][C@H:11]1[CH2:12][CH2:13][C@H:8]([CH2:7][O:6][CH2:5]/[CH:4]=[CH:3]/[CH2:2][N:37]2[CH2:42][CH2:41][NH:40][CH2:39][CH2:38]2)[CH2:9][CH2:10]1)[S:16]([C:19]1[CH:24]=[CH:23][C:22]([C:25]([F:28])([F:27])[F:26])=[CH:21][CH:20]=1)(=[O:18])=[O:17]. Given the reactants Br[CH2:2]/[CH:3]=[CH:4]/[CH2:5][O:6][CH2:7][C@H:8]1[CH2:13][CH2:12][C@H:11]([CH2:14][N:15]([CH3:29])[S:16]([C:19]2[CH:24]=[CH:23][C:22]([C:25]([F:28])([F:27])[F:26])=[CH:21][CH:20]=2)(=[O:18])=[O:17])[CH2:10][CH2:9]1.C(OC([N:37]1[CH2:42][CH2:41][NH:40][CH2:39][CH2:38]1)=O)(C)(C)C.FC(F)(F)C(O)=O, predict the reaction product.